Dataset: Reaction yield outcomes from USPTO patents with 853,638 reactions. Task: Predict the reaction yield, written as a fraction of the theoretical maximum amount of product (1.0 means a 100% yield; for example, 0.34 means a 34% yield). (1) The reactants are [OH:1][C:2]1[CH:3]=[C:4]([CH:7]=[CH:8][C:9]=1[OH:10])[CH:5]=[O:6].[Na+].Cl[C:13]([F:18])([F:17])C([O-])=O.[OH-].[Na+].Cl. The catalyst is CN(C=O)C. The product is [F:17][CH:13]([F:18])[O:10][C:9]1[CH:8]=[CH:7][C:4]([CH:5]=[O:6])=[CH:3][C:2]=1[OH:1]. The yield is 0.240. (2) The reactants are [Cl:1][C:2]1[CH:3]=[C:4]([C@H:9]2[CH2:13][CH2:12][N:11]([C@H:14]3[CH2:18][CH2:17][N:16]([C:19]4[CH:24]=[CH:23][C:22]([S:25]([N:28](S(C5C=CC(OC)=CC=5)(=O)=O)[C:29]5[S:30][CH:31]=[CH:32][N:33]=5)(=[O:27])=[O:26])=[CH:21][CH:20]=4)[C:15]3=[O:45])[CH2:10]2)[CH:5]=[C:6]([Cl:8])[CH:7]=1.N1CCOCC1. The catalyst is C(Cl)Cl. The product is [Cl:1][C:2]1[CH:3]=[C:4]([C@H:9]2[CH2:13][CH2:12][N:11]([C@H:14]3[CH2:18][CH2:17][N:16]([C:19]4[CH:20]=[CH:21][C:22]([S:25]([NH:28][C:29]5[S:30][CH:31]=[CH:32][N:33]=5)(=[O:26])=[O:27])=[CH:23][CH:24]=4)[C:15]3=[O:45])[CH2:10]2)[CH:5]=[C:6]([Cl:8])[CH:7]=1. The yield is 0.770. (3) The reactants are Br[C:2]1[CH:3]=[C:4]([CH3:19])[C:5]([O:17][CH3:18])=[C:6]([CH:16]=1)[CH2:7][O:8][Si](C(C)(C)C)(C)C.[Br:20][C:21]1[CH:22]=[C:23](/[C:27](/[C:35]2[CH:40]=[CH:39][CH:38]=[C:37]([F:41])[C:36]=2[C:42]#[N:43])=[N:28]\S(C(C)(C)C)=O)[CH:24]=[CH:25][CH:26]=1. No catalyst specified. The product is [NH2:43][C:42]1[C:36]2[C:35](=[CH:40][CH:39]=[CH:38][C:37]=2[F:41])[C:27]([C:2]2[CH:3]=[C:4]([CH3:19])[C:5]([O:17][CH3:18])=[C:6]([CH2:7][OH:8])[CH:16]=2)([C:23]2[CH:24]=[CH:25][CH:26]=[C:21]([Br:20])[CH:22]=2)[N:28]=1. The yield is 0.540. (4) The reactants are [NH2:1][CH2:2][C@@H:3]1[C@H:7]([OH:8])[CH2:6][N:5]([CH2:9][CH2:10][N:11]2[C:20]3[C:15](=[CH:16][CH:17]=[C:18]([O:21][CH3:22])[CH:19]=3)[CH:14]=[CH:13][C:12]2=[O:23])[CH2:4]1.[Cl:24][C:25]1[C:34]([CH:35]=O)=[N:33][C:32]2[NH:31][C:30](=[O:37])[CH2:29][O:28][C:27]=2[CH:26]=1.C(=O)([O-])[O-].[Na+].[Na+].C(O[BH-](OC(=O)C)OC(=O)C)(=O)C.[Na+]. The catalyst is C(Cl)Cl.CO. The product is [ClH:24].[ClH:24].[Cl:24][C:25]1[C:34]([CH2:35][NH:1][CH2:2][C@@H:3]2[C@H:7]([OH:8])[CH2:6][N:5]([CH2:9][CH2:10][N:11]3[C:20]4[C:15](=[CH:16][CH:17]=[C:18]([O:21][CH3:22])[CH:19]=4)[CH:14]=[CH:13][C:12]3=[O:23])[CH2:4]2)=[N:33][C:32]2[NH:31][C:30](=[O:37])[CH2:29][O:28][C:27]=2[CH:26]=1. The yield is 0.870. (5) The reactants are Cl[CH2:2][C:3]1[CH:8]=[CH:7][CH:6]=[C:5]([S:9][CH:10]([CH3:12])[CH3:11])[N:4]=1.C([O:15][C:16](=[O:27])[CH2:17][CH2:18][C:19]1[CH:24]=[CH:23][C:22]([OH:25])=[C:21]([F:26])[CH:20]=1)C. No catalyst specified. The product is [F:26][C:21]1[CH:20]=[C:19]([CH2:18][CH2:17][C:16]([OH:27])=[O:15])[CH:24]=[CH:23][C:22]=1[O:25][CH2:2][C:3]1[CH:8]=[CH:7][CH:6]=[C:5]([S:9][CH:10]([CH3:12])[CH3:11])[N:4]=1. The yield is 0.830.